From a dataset of Choline transporter screen with 302,306 compounds. Binary Classification. Given a drug SMILES string, predict its activity (active/inactive) in a high-throughput screening assay against a specified biological target. (1) The drug is S1C(CC(=S)Nc2c1cccc2)(C)C. The result is 0 (inactive). (2) The compound is s1c2CCCCCCCCCCc2nc1N. The result is 0 (inactive). (3) The drug is S(c1c(C(=O)Nc2[nH]ncn2)cccc1)C. The result is 0 (inactive). (4) The drug is Brc1n(C2OC3C(OP(OC3)([O-])=O)C2O)c2[nH]c(nc(=O)c2n1)N. The result is 0 (inactive). (5) The molecule is S(=O)(=O)(N1CCN(CC1)c1ncccn1)c1c(ccc(c1)C)C. The result is 0 (inactive). (6) The drug is O(CC(C)C)c1c(Cc2c(=O)[nH]c(nc2O)N)cc(cc1)C(=O)C. The result is 0 (inactive).